Predict the reaction yield, written as a fraction of the theoretical maximum amount of product (1.0 means a 100% yield; for example, 0.34 means a 34% yield). From a dataset of Reaction yield outcomes from USPTO patents with 853,638 reactions. (1) The reactants are [Br:1][C:2]1[CH:3]=[C:4]2[C:8](=[CH:9][CH:10]=1)[NH:7][C:6](=[O:11])[CH2:5]2.[CH2:12]([N:14]([CH2:32][CH3:33])[CH2:15][CH2:16][CH2:17][NH:18][C:19]([C:21]1[NH:22][C:23]([CH:30]=O)=[C:24]2[C:29]=1[CH2:28][CH2:27][CH2:26][CH2:25]2)=[O:20])[CH3:13]. No catalyst specified. The product is [CH2:32]([N:14]([CH2:12][CH3:13])[CH2:15][CH2:16][CH2:17][NH:18][C:19]([C:21]1[NH:22][C:23]([CH:30]=[C:5]2[C:4]3[C:8](=[CH:9][CH:10]=[C:2]([Br:1])[CH:3]=3)[NH:7][C:6]2=[O:11])=[C:24]2[C:29]=1[CH2:28][CH2:27][CH2:26][CH2:25]2)=[O:20])[CH3:33]. The yield is 0.460. (2) The reactants are [F:1][C:2]1[CH:7]=[CH:6][C:5]([C:8]2[CH:13]=[CH:12][C:11]([N+:14]([O-:16])=[O:15])=[C:10]([NH:17][C:18]([N:20]3[CH2:23][CH:22]([CH2:24][NH:25]C(=O)OC(C)(C)C)[CH2:21]3)=[O:19])[CH:9]=2)=[CH:4][CH:3]=1.C(O)(C(F)(F)F)=O. The catalyst is C(Cl)Cl. The product is [NH2:25][CH2:24][CH:22]1[CH2:21][N:20]([C:18]([NH:17][C:10]2[CH:9]=[C:8]([C:5]3[CH:4]=[CH:3][C:2]([F:1])=[CH:7][CH:6]=3)[CH:13]=[CH:12][C:11]=2[N+:14]([O-:16])=[O:15])=[O:19])[CH2:23]1. The yield is 1.00. (3) The reactants are [NH2:1][C:2]1[CH:7]=[C:6](Br)[CH:5]=[CH:4][C:3]=1[C:9]([C:11]1[CH:16]=[CH:15][CH:14]=[CH:13][CH:12]=1)=[O:10].[CH:17]1([NH:20][C:21](=[O:30])[C:22]2[CH:27]=[CH:26][C:25]([CH3:28])=[C:24](I)[CH:23]=2)[CH2:19][CH2:18]1.C(=O)([O-])[O-].[K+].[K+].O. The catalyst is CS(C)=O.C1C=CC([P]([Pd]([P](C2C=CC=CC=2)(C2C=CC=CC=2)C2C=CC=CC=2)([P](C2C=CC=CC=2)(C2C=CC=CC=2)C2C=CC=CC=2)[P](C2C=CC=CC=2)(C2C=CC=CC=2)C2C=CC=CC=2)(C2C=CC=CC=2)C2C=CC=CC=2)=CC=1. The product is [CH:17]1([NH:20][C:21]([C:22]2[CH:27]=[C:26]([C:6]3[CH:5]=[CH:4][C:3]([C:9](=[O:10])[C:11]4[CH:16]=[CH:15][CH:14]=[CH:13][CH:12]=4)=[C:2]([NH2:1])[CH:7]=3)[C:25]([CH3:28])=[CH:24][CH:23]=2)=[O:30])[CH2:18][CH2:19]1. The yield is 0.490. (4) The reactants are [Si:1]([O:8][CH2:9][C:10]([CH2:21]SC)([C:16]([O:18][CH2:19][CH3:20])=[O:17])[C:11]([O:13][CH2:14][CH3:15])=[O:12])([C:4]([CH3:7])([CH3:6])[CH3:5])([CH3:3])[CH3:2].S(Cl)(Cl)(=O)=O.[C:29]([O-:32])(=[O:31])[CH3:30].[K+].C1OCCOC2C(=CC=CC=2)OCCOCCOC2C(=CC=CC=2)OC1. The catalyst is C(Cl)Cl.C(OCC)(=O)C. The product is [C:29]([O:32][CH2:21][C:10]([CH2:9][O:8][Si:1]([C:4]([CH3:7])([CH3:6])[CH3:5])([CH3:3])[CH3:2])([C:16]([O:18][CH2:19][CH3:20])=[O:17])[C:11]([O:13][CH2:14][CH3:15])=[O:12])(=[O:31])[CH3:30]. The yield is 0.710.